This data is from Peptide-MHC class I binding affinity with 185,985 pairs from IEDB/IMGT. The task is: Regression. Given a peptide amino acid sequence and an MHC pseudo amino acid sequence, predict their binding affinity value. This is MHC class I binding data. (1) The peptide sequence is MDLLLFSTS. The MHC is HLA-B44:02 with pseudo-sequence HLA-B44:02. The binding affinity (normalized) is 0.184. (2) The peptide sequence is MFAAGLILY. The MHC is HLA-B35:01 with pseudo-sequence HLA-B35:01. The binding affinity (normalized) is 0.356. (3) The peptide sequence is TMKRKRLFL. The MHC is HLA-B08:02 with pseudo-sequence HLA-B08:02. The binding affinity (normalized) is 0.564. (4) The binding affinity (normalized) is 0.167. The MHC is HLA-A24:02 with pseudo-sequence HLA-A24:02. The peptide sequence is LFMALVAFL. (5) The peptide sequence is LEENITALL. The MHC is Mamu-A2601 with pseudo-sequence Mamu-A2601. The binding affinity (normalized) is 0.0178. (6) The peptide sequence is IQYRQQLEL. The MHC is HLA-A02:02 with pseudo-sequence HLA-A02:02. The binding affinity (normalized) is 0.424. (7) The peptide sequence is YTISSESLVY. The MHC is HLA-A31:01 with pseudo-sequence HLA-A31:01. The binding affinity (normalized) is 0.0541. (8) The peptide sequence is SASRAWNVW. The MHC is HLA-B57:01 with pseudo-sequence HLA-B57:01. The binding affinity (normalized) is 0.839. (9) The peptide sequence is YVAWVPAHKGI. The MHC is Mamu-A02 with pseudo-sequence Mamu-A02. The binding affinity (normalized) is 0.0718. (10) The peptide sequence is RRQRKRRWRR. The MHC is Mamu-B03 with pseudo-sequence Mamu-B03. The binding affinity (normalized) is 0.754.